From a dataset of Full USPTO retrosynthesis dataset with 1.9M reactions from patents (1976-2016). Predict the reactants needed to synthesize the given product. Given the product [F:1][C:2]1[C:3]([C:20]2[CH:25]=[CH:24][CH:23]=[C:22]([O:26][C:27]3[S:28][CH:29]=[CH:30][N:31]=3)[CH:21]=2)=[CH:4][C:5](=[O:19])[N:6]([CH2:8][CH2:9][C@@:10]([CH3:18])([S:14]([CH3:17])(=[O:16])=[O:15])[C:11]([NH:44][O:45][CH:46]2[CH2:51][CH2:50][CH2:49][CH2:48][O:47]2)=[O:13])[CH:7]=1, predict the reactants needed to synthesize it. The reactants are: [F:1][C:2]1[C:3]([C:20]2[CH:25]=[CH:24][CH:23]=[C:22]([O:26][C:27]3[S:28][CH:29]=[CH:30][N:31]=3)[CH:21]=2)=[CH:4][C:5](=[O:19])[N:6]([CH2:8][CH2:9][C@@:10]([CH3:18])([S:14]([CH3:17])(=[O:16])=[O:15])[C:11]([OH:13])=O)[CH:7]=1.FC1C(C2C=CC(N3N=CC=N3)=CC=2)=CC(=O)N(CC[C@@](C)(S(C)(=O)=O)C([NH:44][O:45][CH:46]2[CH2:51][CH2:50][CH2:49][CH2:48][O:47]2)=O)C=1.